From a dataset of Forward reaction prediction with 1.9M reactions from USPTO patents (1976-2016). Predict the product of the given reaction. (1) Given the reactants [Br:1]Br.[F:3][C:4]1[CH:9]=[CH:8][C:7]([C:10]2[CH:15]=[N:14][N:13]3[CH:16]=[CH:17][N:18]=[C:12]3[CH:11]=2)=[CH:6][CH:5]=1.C([O-])(=O)C.[Na+].C(=O)([O-])O.[Na+], predict the reaction product. The product is: [Br:1][C:16]1[N:13]2[N:14]=[CH:15][C:10]([C:7]3[CH:6]=[CH:5][C:4]([F:3])=[CH:9][CH:8]=3)=[CH:11][C:12]2=[N:18][CH:17]=1. (2) Given the reactants C([Sn](CCCC)(CCCC)[C:6]#[C:7][CH2:8][O:9][CH:10]1[CH2:15][CH2:14][CH2:13][CH2:12][O:11]1)CCC.Cl[C:25]1[C:30]([F:31])=[CH:29][CH:28]=[CH:27][N:26]=1, predict the reaction product. The product is: [F:31][C:30]1[C:25]([C:6]#[C:7][CH2:8][O:9][CH:10]2[CH2:15][CH2:14][CH2:13][CH2:12][O:11]2)=[N:26][CH:27]=[CH:28][CH:29]=1. (3) Given the reactants C(OC(=O)[NH:7][C@@:8]([CH2:25][CH2:26][C:27]1[CH:32]=[CH:31][C:30]([O:33][CH2:34][CH2:35][CH2:36][CH2:37][CH2:38][CH2:39][CH3:40])=[CH:29][CH:28]=1)([CH3:24])[C@H:9]([O:11][P:12]([O:19]C(C)(C)C)([O:14]C(C)(C)C)=[O:13])[CH3:10])(C)(C)C, predict the reaction product. The product is: [NH2:7][C@:8]([CH3:24])([CH2:25][CH2:26][C:27]1[CH:28]=[CH:29][C:30]([O:33][CH2:34][CH2:35][CH2:36][CH2:37][CH2:38][CH2:39][CH3:40])=[CH:31][CH:32]=1)[C@H:9]([O:11][P:12](=[O:13])([OH:19])[OH:14])[CH3:10]. (4) The product is: [CH2:11]([O:10][C:8]([CH:5]1[CH2:6][C:7]2[C:25]3[C:24](=[CH:23][CH:22]=[C:21]([O:20][CH3:19])[CH:26]=3)[NH:27][C:2]=2[CH2:3][CH2:4]1)=[O:9])[CH3:12]. Given the reactants O=[C:2]1[CH2:7][CH2:6][CH:5]([C:8]([O:10][CH2:11][CH3:12])=[O:9])[CH2:4][CH2:3]1.C([O-])(=O)C.[Na+].Cl.[CH3:19][O:20][C:21]1[CH:26]=[CH:25][C:24]([NH:27]N)=[CH:23][CH:22]=1.O, predict the reaction product. (5) The product is: [NH2:27][C@@:4]1([CH2:7][C:8]#[C:9][C:10]2[N:15]=[C:14]([CH3:16])[CH:13]=[C:12]([C:17]3[CH:18]=[CH:19][C:20]([C:23]([F:26])([F:25])[F:24])=[CH:21][CH:22]=3)[N:11]=2)[CH2:5][CH2:6][N:2]([CH3:1])[C:3]1=[O:35]. Given the reactants [CH3:1][N:2]1[CH2:6][CH2:5][C@@:4]([NH:27]C(=O)OC(C)(C)C)([CH2:7][C:8]#[C:9][C:10]2[N:15]=[C:14]([CH3:16])[CH:13]=[C:12]([C:17]3[CH:22]=[CH:21][C:20]([C:23]([F:26])([F:25])[F:24])=[CH:19][CH:18]=3)[N:11]=2)[C:3]1=[O:35].S(=O)(=O)(O)O, predict the reaction product.